This data is from Catalyst prediction with 721,799 reactions and 888 catalyst types from USPTO. The task is: Predict which catalyst facilitates the given reaction. Reactant: [O:1]1[CH:5]=[CH:4][CH:3]=[C:2]1[C:6]1[CH:11]=[C:10]([CH3:12])[CH:9]=[C:8]([CH3:13])[C:7]=1[OH:14].Br[CH2:16][C:17]([O:19][CH3:20])=[O:18].C(=O)([O-])[O-].[Cs+].[Cs+].O. Product: [O:1]1[CH:5]=[CH:4][CH:3]=[C:2]1[C:6]1[CH:11]=[C:10]([CH3:12])[CH:9]=[C:8]([CH3:13])[C:7]=1[O:14][CH2:16][C:17]([O:19][CH3:20])=[O:18]. The catalyst class is: 10.